From a dataset of Forward reaction prediction with 1.9M reactions from USPTO patents (1976-2016). Predict the product of the given reaction. (1) Given the reactants [C:1]([C:3]1[CH:8]=[CH:7][C:6]([CH2:9][C:10](OC)=[O:11])=[C:5]([CH3:14])[C:4]=1[O:15][CH3:16])#[N:2].[BH4-].[Li+], predict the reaction product. The product is: [OH:11][CH2:10][CH2:9][C:6]1[CH:7]=[CH:8][C:3]([C:1]#[N:2])=[C:4]([O:15][CH3:16])[C:5]=1[CH3:14]. (2) Given the reactants Cl[C:2]1[CH:7]=[C:6]([Cl:8])[N:5]=[C:4]([S:9][CH3:10])[N:3]=1.CCN(C(C)C)C(C)C.[NH2:20][C@@H:21]1[CH2:26][CH2:25][C@H:24]([NH:27][C:28](=[O:37])[C:29]2[CH:34]=[CH:33][C:32]([F:35])=[C:31]([F:36])[CH:30]=2)[CH2:23][CH2:22]1, predict the reaction product. The product is: [Cl:8][C:6]1[N:5]=[C:4]([S:9][CH3:10])[N:3]=[C:2]([NH:20][C@@H:21]2[CH2:22][CH2:23][C@H:24]([NH:27][C:28](=[O:37])[C:29]3[CH:34]=[CH:33][C:32]([F:35])=[C:31]([F:36])[CH:30]=3)[CH2:25][CH2:26]2)[CH:7]=1. (3) Given the reactants [CH2:1]([O:3][C:4]1[C:5]([O:19][CH2:20][C:21]2[CH:26]=[CH:25][C:24]([O:27][CH3:28])=[CH:23][CH:22]=2)=[N:6][CH:7]=[C:8](B2OC(C)(C)C(C)(C)O2)[CH:9]=1)[CH3:2].Br[C:30]1[CH:35]=[CH:34][C:33]([CH2:36][C:37]([NH:39][C:40]2[CH:44]=[C:43]([C:45]([CH3:51])([CH3:50])[C:46]([F:49])([F:48])[F:47])[O:42][N:41]=2)=[O:38])=[C:32]([F:52])[CH:31]=1.C([O-])([O-])=O.[Cs+].[Cs+], predict the reaction product. The product is: [CH2:1]([O:3][C:4]1[CH:9]=[C:8]([C:30]2[CH:35]=[CH:34][C:33]([CH2:36][C:37]([NH:39][C:40]3[CH:44]=[C:43]([C:45]([CH3:50])([CH3:51])[C:46]([F:49])([F:48])[F:47])[O:42][N:41]=3)=[O:38])=[C:32]([F:52])[CH:31]=2)[CH:7]=[N:6][C:5]=1[O:19][CH2:20][C:21]1[CH:22]=[CH:23][C:24]([O:27][CH3:28])=[CH:25][CH:26]=1)[CH3:2]. (4) Given the reactants [N:1]1([S:11]([C:14]2[CH:15]=[C:16]([N:20]3[C:25](=[O:26])[C:24]4=[C:27]([C:30](O)=[O:31])[S:28][CH:29]=[C:23]4[NH:22][C:21]3=[O:33])[CH:17]=[CH:18][CH:19]=2)(=[O:13])=[O:12])[C:10]2[C:5](=[CH:6][CH:7]=[CH:8][CH:9]=2)[CH2:4][CH2:3][CH2:2]1.C(N=C=NC(C)C)(C)C.ON1C2C=CC=CC=2N=N1.[CH3:53][NH:54][CH2:55][CH2:56][C:57]1[CH:62]=[CH:61][CH:60]=[CH:59][N:58]=1.CC1C=CC(S(O)(=O)=O)=CC=1, predict the reaction product. The product is: [N:1]1([S:11]([C:14]2[CH:15]=[C:16]([N:20]3[C:25](=[O:26])[C:24]4=[C:27]([C:30]([N:54]([CH3:53])[CH2:55][CH2:56][C:57]5[CH:62]=[CH:61][CH:60]=[CH:59][N:58]=5)=[O:31])[S:28][CH:29]=[C:23]4[NH:22][C:21]3=[O:33])[CH:17]=[CH:18][CH:19]=2)(=[O:12])=[O:13])[C:10]2[C:5](=[CH:6][CH:7]=[CH:8][CH:9]=2)[CH2:4][CH2:3][CH2:2]1. (5) The product is: [C:30]([O:29][C:27](=[O:28])[N:18]([C:10]1[S:11][C@:12]2([C:15](=[O:17])[NH:51][CH:48]3[CH2:50][CH2:49]3)[C@H:14]([C@:8]([C:6]3[CH:7]=[C:2]([Br:1])[CH:3]=[CH:4][C:5]=3[F:35])([CH3:34])[N:9]=1)[CH2:13]2)[CH2:19][O:20][CH2:21][CH2:22][Si:23]([CH3:24])([CH3:25])[CH3:26])([CH3:32])([CH3:33])[CH3:31]. Given the reactants [Br:1][C:2]1[CH:3]=[CH:4][C:5]([F:35])=[C:6]([C@:8]2([CH3:34])[CH:14]3[C@:12]([C:15]([OH:17])=O)([CH2:13]3)[S:11][C:10]([N:18]([C:27]([O:29][C:30]([CH3:33])([CH3:32])[CH3:31])=[O:28])[CH2:19][O:20][CH2:21][CH2:22][Si:23]([CH3:26])([CH3:25])[CH3:24])=[N:9]2)[CH:7]=1.C(N1C=CN=C1)(N1C=CN=C1)=O.[CH:48]1([NH2:51])[CH2:50][CH2:49]1.CCOC(C)=O, predict the reaction product.